Predict which catalyst facilitates the given reaction. From a dataset of Catalyst prediction with 721,799 reactions and 888 catalyst types from USPTO. (1) Reactant: O[CH2:2][C:3]1[CH2:19][N:6]2[CH:7]=[CH:8][C:9]3[C:10]([CH:11]=[C:12]([C:14]([O:16][CH2:17][CH3:18])=[O:15])[N:13]=3)=[C:5]2[N:4]=1.O=S(Cl)[Cl:22].C(N(CC)CC)C. Product: [Cl:22][CH2:2][C:3]1[CH2:19][N:6]2[CH:7]=[CH:8][C:9]3[C:10]([CH:11]=[C:12]([C:14]([O:16][CH2:17][CH3:18])=[O:15])[N:13]=3)=[C:5]2[N:4]=1. The catalyst class is: 2. (2) Reactant: S(=O)(=O)(O)O.[CH3:6][C:7]1[CH:16]=[CH:15][C:14]2[C:9](=[CH:10][C:11]([CH3:18])=[CH:12][C:13]=2[CH3:17])[N:8]=1.[N+:19]([O-])([O-:21])=[O:20].[K+].[OH-].[NH4+]. Product: [CH3:6][C:7]1[CH:16]=[CH:15][C:14]2[C:9](=[C:10]([N+:19]([O-:21])=[O:20])[C:11]([CH3:18])=[CH:12][C:13]=2[CH3:17])[N:8]=1. The catalyst class is: 195. (3) Reactant: [Cl:1][C:2]1[C:11]2[C:6](=[CH:7][CH:8]=[CH:9][CH:10]=2)[N:5]=[C:4]([C:12]([O:14]CC)=O)[N:3]=1.[F:17][C:18]1[CH:23]=[CH:22][C:21]([Mg]Br)=[CH:20][C:19]=1[O:26][CH3:27].CC1CCCO1.[Cl-].[NH4+]. Product: [Cl:1][C:2]1[C:11]2[C:6](=[CH:7][CH:8]=[CH:9][CH:10]=2)[N:5]=[C:4]([C:12]([C:21]2[CH:22]=[CH:23][C:18]([F:17])=[C:19]([O:26][CH3:27])[CH:20]=2)=[O:14])[N:3]=1. The catalyst class is: 1. (4) The catalyst class is: 22. Reactant: [Cl:1][C:2]1[CH:3]=[C:4]([C@@H:12]([CH2:22][CH:23]2[CH2:27][CH2:26][CH2:25][CH2:24]2)[C:13]([NH:15][C:16]2[CH:20]=[CH:19][N:18](C)[N:17]=2)=[O:14])[CH:5]=[CH:6][C:7]=1[S:8]([CH3:11])(=[O:10])=[O:9].C(Cl)(=O)C(Cl)=O.C(Cl)Cl.CN(C)C=O.N1C=CC(N)=N1.N1C(C)=CC=CC=1C. Product: [Cl:1][C:2]1[CH:3]=[C:4]([C@@H:12]([CH2:22][CH:23]2[CH2:24][CH2:25][CH2:26][CH2:27]2)[C:13]([NH:15][C:16]2[CH:20]=[CH:19][NH:18][N:17]=2)=[O:14])[CH:5]=[CH:6][C:7]=1[S:8]([CH3:11])(=[O:10])=[O:9]. (5) Reactant: [C:1]([O:5][C:6]([NH:8][C@:9]1([C:14]([OH:16])=O)[CH2:11][C@H:10]1[CH:12]=[CH2:13])=[O:7])([CH3:4])([CH3:3])[CH3:2].C1N=CN(C(N2C=NC=C2)=O)C=1.[CH3:29][Si:30]([CH3:48])([CH3:47])[CH2:31][CH2:32][O:33][C:34](=[O:46])[NH:35][C:36]1[CH:41]=[CH:40][CH:39]=[CH:38][C:37]=1[S:42](=[O:45])(=[O:44])[NH2:43].C1CCN2C(=NCCC2)CC1. The catalyst class is: 49. Product: [CH3:29][Si:30]([CH3:48])([CH3:47])[CH2:31][CH2:32][O:33][C:34](=[O:46])[NH:35][C:36]1[CH:41]=[CH:40][CH:39]=[CH:38][C:37]=1[S:42](=[O:45])(=[O:44])[NH:43][C:14]([C@@:9]1([NH:8][C:6]([O:5][C:1]([CH3:2])([CH3:3])[CH3:4])=[O:7])[CH2:11][C@H:10]1[CH:12]=[CH2:13])=[O:16]. (6) Reactant: C(O[C:6](=[O:15])[NH:7][C@H:8]1[CH2:13][CH2:12][C@@H:11]([NH2:14])[CH2:10][CH2:9]1)(C)(C)C.CCN(C(C)C)C(C)C.[F:25][C:26]([F:41])([F:40])[C:27]1[CH:28]=[C:29]([CH:33]=[C:34]([C:36]([F:39])([F:38])[F:37])[CH:35]=1)C(Cl)=O.C(O)(C(F)(F)F)=O. Product: [NH2:14][C@@H:11]1[CH2:10][CH2:9][C@H:8]([NH:7][C:6](=[O:15])[C:29]2[CH:33]=[C:34]([C:36]([F:39])([F:37])[F:38])[CH:35]=[C:27]([C:26]([F:25])([F:41])[F:40])[CH:28]=2)[CH2:13][CH2:12]1. The catalyst class is: 2.